Predict the product of the given reaction. From a dataset of Forward reaction prediction with 1.9M reactions from USPTO patents (1976-2016). Given the reactants C1(P(C2CCCCC2)C2CCCCC2)CCCCC1.[F-].[Cs+].[CH2:22]([O:29][C:30]1[CH:31]=[CH:32][C:33]2[C:37]([O:38][C:39]3[CH:53]=[CH:52][C:42]([O:43][CH2:44][CH2:45][N:46]4[CH2:51][CH2:50][CH2:49][CH2:48][CH2:47]4)=[CH:41][CH:40]=3)=[C:36]([C:54]3[CH:59]=CC(S(C)(=O)=O)=C(F)C=3)S[C:34]=2[CH:65]=1)C1C=CC=CC=1.B1(B2OCC(C)(C)CO2)OCC(C)(C)CO1.Br[C:83]1[CH:84]=[C:85]([CH3:94])[C:86]([S:90]([CH3:93])(=[O:92])=[O:91])=[C:87]([CH3:89])[CH:88]=1, predict the reaction product. The product is: [CH3:94][C:85]1[CH:84]=[C:83]([C:36]2[CH:54]=[CH:59][C:34]3[C:33](=[CH:32][CH:31]=[C:30]([O:29][CH3:22])[CH:65]=3)[C:37]=2[O:38][C:39]2[CH:40]=[CH:41][C:42]([O:43][CH2:44][CH2:45][N:46]3[CH2:51][CH2:50][CH2:49][CH2:48][CH2:47]3)=[CH:52][CH:53]=2)[CH:88]=[C:87]([CH3:89])[C:86]=1[S:90]([CH3:93])(=[O:92])=[O:91].